Predict the reactants needed to synthesize the given product. From a dataset of Full USPTO retrosynthesis dataset with 1.9M reactions from patents (1976-2016). (1) Given the product [Br:9][C:10]1[C:16]([N+:1]([O-:4])=[O:2])=[CH:15][C:13]([NH2:14])=[C:12]([O:17][CH3:18])[CH:11]=1, predict the reactants needed to synthesize it. The reactants are: [N+:1]([O-:4])(O)=[O:2].NC(N)=N.[Br:9][C:10]1[CH:16]=[CH:15][C:13]([NH2:14])=[C:12]([O:17][CH3:18])[CH:11]=1.S(=O)(=O)(O)O. (2) Given the product [CH2:1]([O:3][C:4]([C:6]1[CH:10]=[CH:9][N:8]([C:13]2[CH:18]=[CH:17][C:16]([N+:19]([O-:21])=[O:20])=[CH:15][CH:14]=2)[C:7]=1[CH3:11])=[O:5])[CH3:2], predict the reactants needed to synthesize it. The reactants are: [CH2:1]([O:3][C:4]([C:6]1[CH:10]=[CH:9][NH:8][C:7]=1[CH3:11])=[O:5])[CH3:2].F[C:13]1[CH:18]=[CH:17][C:16]([N+:19]([O-:21])=[O:20])=[CH:15][CH:14]=1.CN(C=O)C.C(=O)([O-])[O-].[K+].[K+]. (3) Given the product [Br:1][C:2]1[CH:3]=[C:4]2[C:5](=[CH:10][CH:11]=1)[C:6](=[O:8])[N:14]([C@@H:15]([CH2:24][OH:25])[C@@H:16]([OH:17])[C:18]1[CH:23]=[CH:22][CH:21]=[CH:20][CH:19]=1)[CH2:12]2, predict the reactants needed to synthesize it. The reactants are: [Br:1][C:2]1[CH:11]=[CH:10][C:5]([C:6]([O:8]C)=O)=[C:4]([CH2:12]Br)[CH:3]=1.[NH2:14][C@@H:15]([CH2:24][OH:25])[C@H:16]([C:18]1[CH:23]=[CH:22][CH:21]=[CH:20][CH:19]=1)[OH:17]. (4) The reactants are: [Cl:1][C:2]1[N:7]=[C:6](Cl)[C:5]([CH2:9][N:10]([CH3:21])[C@@H:11]2[C:20]3[C:15](=[CH:16][CH:17]=[CH:18][CH:19]=3)[CH2:14][CH2:13][CH2:12]2)=[C:4]([CH3:22])[N:3]=1.[CH3:23][O-:24].[Na+]. Given the product [Cl:1][C:2]1[N:7]=[C:6]([O:24][CH3:23])[C:5]([CH2:9][N:10]([CH3:21])[C@@H:11]2[C:20]3[C:15](=[CH:16][CH:17]=[CH:18][CH:19]=3)[CH2:14][CH2:13][CH2:12]2)=[C:4]([CH3:22])[N:3]=1, predict the reactants needed to synthesize it. (5) Given the product [CH3:22][C:23]1([CH3:31])[O:27][C@@H:26]([CH2:28][O:29]/[N:30]=[C:11]2\[NH:10][C@@H:9]([C:13]3[CH:18]=[CH:17][C:16]([F:19])=[CH:15][C:14]=3[Br:20])[CH2:8][C:6]3[N:7]=[C:2]([NH2:1])[N:3]=[C:4]([CH3:21])[C:5]\2=3)[CH2:25][O:24]1, predict the reactants needed to synthesize it. The reactants are: [NH2:1][C:2]1[N:3]=[C:4]([CH3:21])[C:5]2[C:11](=S)[NH:10][C@@H:9]([C:13]3[CH:18]=[CH:17][C:16]([F:19])=[CH:15][C:14]=3[Br:20])[CH2:8][C:6]=2[N:7]=1.[CH3:22][C:23]1([CH3:31])[O:27][C@@H:26]([CH2:28][O:29][NH2:30])[CH2:25][O:24]1. (6) The reactants are: C([Mg]Cl)(C)C.[Cl-].[Li+].[S:8]1[CH:12]=[CH:11][N:10]=[CH:9]1.[O:13]=[C:14]1[CH2:19][CH2:18][CH:17]([C:20]([O:22][CH2:23][CH2:24][CH2:25][CH3:26])=[O:21])[CH2:16][CH2:15]1. Given the product [OH:13][C:14]1([C:9]2[S:8][CH:12]=[CH:11][N:10]=2)[CH2:15][CH2:16][CH:17]([C:20]([O:22][CH2:23][CH2:24][CH2:25][CH3:26])=[O:21])[CH2:18][CH2:19]1, predict the reactants needed to synthesize it.